This data is from Forward reaction prediction with 1.9M reactions from USPTO patents (1976-2016). The task is: Predict the product of the given reaction. (1) Given the reactants [N:1]1[N:5]2[CH:6]=[CH:7][CH:8]=[CH:9][C:4]2=[CH:3][C:2]=1[CH:10]=O.[CH3:12][O:13][C:14]1[CH:15]=[C:16]([CH:18]=[C:19]([O:21][CH3:22])[CH:20]=1)[NH2:17], predict the reaction product. The product is: [CH3:22][O:21][C:19]1[CH:18]=[C:16]([CH:15]=[C:14]([O:13][CH3:12])[CH:20]=1)[N:17]=[CH:10][C:2]1[CH:3]=[C:4]2[CH:9]=[CH:8][CH:7]=[CH:6][N:5]2[N:1]=1. (2) Given the reactants [Br:1][C:2]1[CH:7]=[CH:6][C:5]([CH2:8][NH2:9])=[C:4]([Cl:10])[CH:3]=1.C(=O)([O-])[O-].[K+].[K+].Br[CH2:18][C:19]1[CH:29]=[CH:28][CH:27]=[C:26]([O:30][C:31]2[C:36]([F:37])=[CH:35][CH:34]=[CH:33][C:32]=2[C:38]#[N:39])[C:20]=1[C:21](OCC)=[O:22], predict the reaction product. The product is: [Br:1][C:2]1[CH:7]=[CH:6][C:5]([CH2:8][N:9]2[C:21](=[O:22])[C:20]3[C:19](=[CH:29][CH:28]=[CH:27][C:26]=3[O:30][C:31]3[C:36]([F:37])=[CH:35][CH:34]=[CH:33][C:32]=3[C:38]#[N:39])[CH2:18]2)=[C:4]([Cl:10])[CH:3]=1. (3) Given the reactants C(OC(=O)[NH:7][CH:8]1[CH2:13][CH2:12][NH:11][CH2:10][CH2:9]1)(C)(C)C.[Cl:15][C:16]1[CH:21]=[CH:20][C:19]([C:22]([F:25])([F:24])[F:23])=[CH:18][N:17]=1.C(=O)([O-])[O-].[K+].[K+], predict the reaction product. The product is: [Cl-:15].[F:23][C:22]([F:25])([F:24])[C:19]1[CH:20]=[CH:21][C:16]([N:11]2[CH2:10][CH2:9][CH:8]([NH3+:7])[CH2:13][CH2:12]2)=[N:17][CH:18]=1.